Task: Binary Classification. Given a drug SMILES string, predict its activity (active/inactive) in a high-throughput screening assay against a specified biological target.. Dataset: Cav3 T-type calcium channel HTS with 100,875 compounds (1) The compound is Brc1ccc(Cn2c(=O)c3nnn(c3nc2)c2cc(OC)ccc2)cc1. The result is 0 (inactive). (2) The compound is Brc1cc(CNC(=O)C2CCCN(C2)c2oc3c(n2)cccc3)c(OC)cc1. The result is 0 (inactive). (3) The compound is O=C(Nc1ccc(Nc2ccccc2)cc1)C1CC1. The result is 0 (inactive). (4) The molecule is O=C(N1C(CCCC1C)C)Cc1ccccc1. The result is 0 (inactive). (5) The compound is FC1=C/C(=c2/[nH][nH]c(c3cc(OC)c(OC)cc3)c2)C(=O)C=C1. The result is 0 (inactive). (6) The compound is o1c(C2CC=3Nc4c(N(C(C3C(=O)C2)c2occc2)C(=O)CC)cccc4)ccc1. The result is 0 (inactive). (7) The compound is FC(F)(F)c1nn(c2c1CCCC2)c1ccc(cc1)C([O-])=O. The result is 0 (inactive).